From a dataset of Catalyst prediction with 721,799 reactions and 888 catalyst types from USPTO. Predict which catalyst facilitates the given reaction. (1) Reactant: [Br:1][C:2]1[CH:10]=[C:9]2[C:5]([CH2:6][C:7]([CH3:21])([CH3:20])[C:8]2([NH:13]S(C(C)(C)C)=O)[CH:11]=[CH2:12])=[CH:4][CH:3]=1.Cl.CCOCC. Product: [Br:1][C:2]1[CH:10]=[C:9]2[C:5]([CH2:6][C:7]([CH3:21])([CH3:20])[C:8]2([CH:11]=[CH2:12])[NH2:13])=[CH:4][CH:3]=1. The catalyst class is: 4. (2) Reactant: C(N(CC)CC)C.[Cl:8][C:9]1[CH:14]=[C:13]([Cl:15])[CH:12]=[CH:11][C:10]=1[S:16](Cl)(=[O:18])=[O:17].[CH3:20][CH:21]([CH3:47])[CH2:22][C@H:23]([NH:35][C:36]([C:38]1[S:39][C:40]2[CH:46]=[CH:45][CH:44]=[CH:43][C:41]=2[CH:42]=1)=[O:37])[C:24]([NH:26][CH2:27][CH2:28][CH:29]1[CH2:34][S:33][CH2:32][CH2:31][NH:30]1)=[O:25]. Product: [Cl:8][C:9]1[CH:14]=[C:13]([Cl:15])[CH:12]=[CH:11][C:10]=1[S:16]([N:30]1[CH2:31][CH2:32][S:33][CH2:34][CH:29]1[CH2:28][CH2:27][NH:26][C:24]([C@@H:23]([NH:35][C:36]([C:38]1[S:39][C:40]2[CH:46]=[CH:45][CH:44]=[CH:43][C:41]=2[CH:42]=1)=[O:37])[CH2:22][CH:21]([CH3:20])[CH3:47])=[O:25])(=[O:18])=[O:17]. The catalyst class is: 2.